Predict the product of the given reaction. From a dataset of Forward reaction prediction with 1.9M reactions from USPTO patents (1976-2016). (1) Given the reactants Br[C:2]1[CH:7]=[CH:6][C:5]([N:8]2[C:12]([C:13]3[CH:18]=[CH:17][C:16]([S:19]([CH3:22])(=[O:21])=[O:20])=[CH:15][CH:14]=3)=[CH:11][C:10]([CH3:23])=[C:9]2[CH3:24])=[CH:4][CH:3]=1.[O:25]1[CH:29]=[CH:28][C:27](B(O)O)=[CH:26]1, predict the reaction product. The product is: [CH3:24][C:9]1[N:8]([C:5]2[CH:6]=[CH:7][C:2]([C:27]3[CH:28]=[CH:29][O:25][CH:26]=3)=[CH:3][CH:4]=2)[C:12]([C:13]2[CH:18]=[CH:17][C:16]([S:19]([CH3:22])(=[O:21])=[O:20])=[CH:15][CH:14]=2)=[CH:11][C:10]=1[CH3:23]. (2) Given the reactants [CH2:1]([CH:11]([CH2:63][CH2:64][CH2:65][CH2:66][CH2:67][CH2:68][CH2:69][CH2:70]CCCC)[CH2:12][N:13]=[C:14]([C:16]1[C:25]2[C:24]([C:26]([OH:28])=[O:27])=[C:23]([Br:29])[C:22]([Br:30])=[C:21]([C:31]([OH:33])=[O:32])[C:20]=2[C:19]([C:34](=[N:36][CH2:37][CH:38]([CH2:51][CH2:52][CH2:53][CH2:54][CH2:55][CH2:56][CH2:57][CH2:58]CC)[CH2:39][CH2:40][CH2:41][CH2:42][CH2:43][CH2:44]CCCCCC)[OH:35])=[C:18]([Br:61])[C:17]=1[Br:62])[OH:15])[CH2:2][CH2:3][CH2:4][CH2:5][CH2:6]CCCC.C(C(CCCCCCCC)CN)CCCCC, predict the reaction product. The product is: [CH2:39]([CH:38]([CH2:51][CH2:52][CH2:53][CH2:54][CH2:55][CH2:56][CH2:57][CH3:58])[CH2:37][N:36]=[C:34]([C:19]1[C:20]2[C:21]([C:31]([OH:33])=[O:32])=[C:22]([Br:30])[C:23]([Br:29])=[C:24]([C:26]([OH:28])=[O:27])[C:25]=2[C:16]([C:14](=[N:13][CH2:12][CH:11]([CH2:1][CH2:2][CH2:3][CH2:4][CH2:5][CH3:6])[CH2:63][CH2:64][CH2:65][CH2:66][CH2:67][CH2:68][CH2:69][CH3:70])[OH:15])=[C:17]([Br:62])[C:18]=1[Br:61])[OH:35])[CH2:40][CH2:41][CH2:42][CH2:43][CH3:44]. (3) Given the reactants C[C:2]1([C:5](O)=O)[CH2:4][CH2:3]1.C1(P(N=[N+]=[N-])(C2C=CC=CC=2)=[O:15])C=CC=CC=1.C([N:27]([CH2:30]C)CC)C.[C:32]([OH:36])([CH3:35])([CH3:34])[CH3:33], predict the reaction product. The product is: [CH3:5][C:2]1([NH:27][C:30]([O:36][C:32]([CH3:35])([CH3:34])[CH3:33])=[O:15])[CH2:3][CH2:4]1. (4) Given the reactants C(Cl)CCl.[C:5](=[N:8][OH:9])([NH2:7])[CH3:6].[C:10]([O:14][C:15]([N:17]([C@@H:22]1[CH2:24][C@H:23]1[C:25]1[CH:30]=[CH:29][CH:28]=[CH:27][CH:26]=1)[CH2:18][C:19](O)=O)=[O:16])([CH3:13])([CH3:12])[CH3:11], predict the reaction product. The product is: [C:10]([O:14][C:15](=[O:16])[N:17]([CH2:18][C:19]1[O:9][N:8]=[C:5]([CH3:6])[N:7]=1)[C@H:22]1[CH2:24][C@H:23]1[C:25]1[CH:26]=[CH:27][CH:28]=[CH:29][CH:30]=1)([CH3:13])([CH3:12])[CH3:11]. (5) Given the reactants [CH:1]1([CH2:4][C@H:5]([NH:12]C(=O)OC(C)(C)C)[CH2:6][O:7][CH2:8][CH2:9][O:10][CH3:11])[CH2:3][CH2:2]1, predict the reaction product. The product is: [CH:1]1([CH2:4][C@H:5]([NH2:12])[CH2:6][O:7][CH2:8][CH2:9][O:10][CH3:11])[CH2:3][CH2:2]1. (6) Given the reactants Cl[C:2]1[N:11]=[C:10]2[C:5]([C:6](=[O:18])[C:7]([C:15]([OH:17])=[O:16])=[CH:8][N:9]2[CH:12]2[CH2:14][CH2:13]2)=[CH:4][C:3]=1[F:19].[F:20][C:21]1[CH:22]=[C:23]([N:36]2[CH2:40][C@H:39]([CH2:41][NH:42][C:43](=[O:45])[CH3:44])[O:38][C:37]2=[O:46])[CH:24]=[CH:25][C:26]=1[O:27][CH2:28][C:29]1([OH:35])[CH2:34][CH2:33][NH:32][CH2:31][CH2:30]1.C(N(CC)CC)C.C[Si](C)(C)Cl, predict the reaction product. The product is: [C:43]([NH:42][CH2:41][C@@H:39]1[O:38][C:37](=[O:46])[N:36]([C:23]2[CH:24]=[CH:25][C:26]([O:27][CH2:28][C:29]3([OH:35])[CH2:34][CH2:33][N:32]([C:2]4[N:11]=[C:10]5[C:5]([C:6](=[O:18])[C:7]([C:15]([OH:17])=[O:16])=[CH:8][N:9]5[CH:12]5[CH2:14][CH2:13]5)=[CH:4][C:3]=4[F:19])[CH2:31][CH2:30]3)=[C:21]([F:20])[CH:22]=2)[CH2:40]1)(=[O:45])[CH3:44]. (7) Given the reactants C1(C)C=CC(S([O-])(=O)=O)=CC=1.[NH+]1C=CC=CC=1.[Cl:18][CH2:19][C:20]([O:22][CH:23]1[C:24]([O:66]C(OCC)C)([CH3:65])[CH2:25][CH2:26][CH:27]([O:59]C(OCC)C)[CH2:28][C:29]([O:31][CH:32](/[C:37](/[CH3:58])=[CH:38]/[CH:39]=[CH:40]/[CH:41]([CH3:57])[CH2:42][CH:43]2[O:56][CH:44]2[CH:45]([CH3:55])[CH:46]([O:49]C(OCC)C)[CH2:47][CH3:48])[CH:33]([CH3:36])[CH:34]=[CH:35]1)=[O:30])=[O:21], predict the reaction product. The product is: [Cl:18][CH2:19][C:20]([O:22][CH:23]1[C:24]([OH:66])([CH3:65])[CH2:25][CH2:26][CH:27]([OH:59])[CH2:28][C:29]([O:31][CH:32](/[C:37](/[CH3:58])=[CH:38]/[CH:39]=[CH:40]/[CH:41]([CH3:57])[CH2:42][CH:43]2[O:56][CH:44]2[CH:45]([CH3:55])[CH:46]([OH:49])[CH2:47][CH3:48])[CH:33]([CH3:36])[CH:34]=[CH:35]1)=[O:30])=[O:21]. (8) The product is: [Br:8][C:9]1[CH:14]=[CH:13][C:12]([S:15]([C:2]2[CH:7]=[CH:6][CH:5]=[CH:4][N:3]=2)(=[O:17])=[O:16])=[CH:11][CH:10]=1. Given the reactants Br[C:2]1[CH:7]=[CH:6][CH:5]=[CH:4][N:3]=1.[Br:8][C:9]1[CH:14]=[CH:13][C:12]([S:15]([O-:17])=[O:16])=[CH:11][CH:10]=1.[Na+], predict the reaction product. (9) The product is: [CH:2]1([CH2:5][O:6][C:7]2[CH:12]=[C:11]([F:13])[C:10]([O:14][CH3:15])=[CH:9][C:8]=2[C:16]2[CH:21]=[CH:20][N:19]=[C:18]3[C:22]([C:26]([NH:28][C@@H:29]4[CH2:34][CH2:33][N:32]([C:39](=[O:40])[CH2:38][O:37][CH3:36])[CH2:31][C@H:30]4[OH:35])=[O:27])=[C:23]([CH3:25])[NH:24][C:17]=23)[CH2:4][CH2:3]1. Given the reactants Cl.[CH:2]1([CH2:5][O:6][C:7]2[CH:12]=[C:11]([F:13])[C:10]([O:14][CH3:15])=[CH:9][C:8]=2[C:16]2[CH:21]=[CH:20][N:19]=[C:18]3[C:22]([C:26]([NH:28][C@@H:29]4[CH2:34][CH2:33][NH:32][CH2:31][C@H:30]4[OH:35])=[O:27])=[C:23]([CH3:25])[NH:24][C:17]=23)[CH2:4][CH2:3]1.[CH3:36][O:37][CH2:38][C:39](Cl)=[O:40], predict the reaction product. (10) Given the reactants Br[C:2]1[CH:7]=[CH:6][N:5]=[C:4]([O:8][CH2:9][C:10]2[CH:15]=[CH:14][C:13]([C:16]3[CH:21]=[C:20]([O:22][CH3:23])[CH:19]=[CH:18][C:17]=3[F:24])=[C:12]([C:25]([CH3:28])([CH3:27])[CH3:26])[CH:11]=2)[CH:3]=1.C1COCC1.[Br-].[CH2:35]([O:37][C:38](=[O:42])[CH2:39][CH2:40][Zn+])C, predict the reaction product. The product is: [CH3:26][C:25]([C:12]1[CH:11]=[C:10]([CH2:9][O:8][C:4]2[CH:3]=[C:2]([CH2:40][CH2:39][C:38]([O:37][CH3:35])=[O:42])[CH:7]=[CH:6][N:5]=2)[CH:15]=[CH:14][C:13]=1[C:16]1[CH:21]=[C:20]([O:22][CH3:23])[CH:19]=[CH:18][C:17]=1[F:24])([CH3:28])[CH3:27].